This data is from Reaction yield outcomes from USPTO patents with 853,638 reactions. The task is: Predict the reaction yield, written as a fraction of the theoretical maximum amount of product (1.0 means a 100% yield; for example, 0.34 means a 34% yield). (1) The reactants are C([O:3][C:4]([C:6]1[N:7]([CH2:13][O:14][CH2:15][CH2:16][Si:17]([CH3:20])([CH3:19])[CH3:18])[CH:8]=[C:9]([C:11]#[N:12])[N:10]=1)=[O:5])C.[OH-].[K+:22]. The catalyst is C(O)C. The product is [K+:22].[C:11]([C:9]1[N:10]=[C:6]([C:4]([O-:5])=[O:3])[N:7]([CH2:13][O:14][CH2:15][CH2:16][Si:17]([CH3:18])([CH3:19])[CH3:20])[CH:8]=1)#[N:12]. The yield is 1.00. (2) The reactants are C([N:8]1[CH2:13][CH2:12][CH:11]([CH2:14][CH2:15][N:16]2[CH2:20][C:19]3=[CH:21][N:22]=[C:23]([CH3:24])[N:18]3[C:17]2=[O:25])[CH2:10][CH2:9]1)C1C=CC=CC=1. The catalyst is [C].[Pd].CO. The product is [CH3:24][C:23]1[N:18]2[C:17](=[O:25])[N:16]([CH2:15][CH2:14][CH:11]3[CH2:12][CH2:13][NH:8][CH2:9][CH2:10]3)[CH2:20][C:19]2=[CH:21][N:22]=1. The yield is 0.480. (3) The product is [CH2:1]([NH:8][C:26](=[NH:27])[S:25][CH2:23][CH3:24])[C:2]1[CH:7]=[CH:6][CH:5]=[CH:4][CH:3]=1. The yield is 1.00. The reactants are [CH2:1]([NH2:8])[C:2]1[CH:7]=[CH:6][CH:5]=[CH:4][CH:3]=1.FC(F)(F)S(O[Si](C)(C)C)(=O)=O.[OH-].[Na+].[CH2:23]([S:25][C:26]#[N:27])[CH3:24]. No catalyst specified.